The task is: Regression. Given two drug SMILES strings and cell line genomic features, predict the synergy score measuring deviation from expected non-interaction effect.. This data is from NCI-60 drug combinations with 297,098 pairs across 59 cell lines. (1) Drug 2: CCCS(=O)(=O)NC1=C(C(=C(C=C1)F)C(=O)C2=CNC3=C2C=C(C=N3)C4=CC=C(C=C4)Cl)F. Drug 1: CC12CCC3C(C1CCC2=O)CC(=C)C4=CC(=O)C=CC34C. Synergy scores: CSS=20.0, Synergy_ZIP=1.98, Synergy_Bliss=2.53, Synergy_Loewe=-0.217, Synergy_HSA=1.75. Cell line: A549. (2) Drug 1: CC1C(C(CC(O1)OC2CC(CC3=C2C(=C4C(=C3O)C(=O)C5=C(C4=O)C(=CC=C5)OC)O)(C(=O)CO)O)N)O.Cl. Drug 2: C1CCC(CC1)NC(=O)N(CCCl)N=O. Cell line: ACHN. Synergy scores: CSS=10.2, Synergy_ZIP=-2.92, Synergy_Bliss=-1.50, Synergy_Loewe=-1.96, Synergy_HSA=-2.06. (3) Drug 1: CCN(CC)CCNC(=O)C1=C(NC(=C1C)C=C2C3=C(C=CC(=C3)F)NC2=O)C. Drug 2: CC1C(C(CC(O1)OC2CC(CC3=C2C(=C4C(=C3O)C(=O)C5=CC=CC=C5C4=O)O)(C(=O)C)O)N)O. Cell line: SN12C. Synergy scores: CSS=41.9, Synergy_ZIP=2.34, Synergy_Bliss=4.63, Synergy_Loewe=-17.2, Synergy_HSA=2.60.